Dataset: Forward reaction prediction with 1.9M reactions from USPTO patents (1976-2016). Task: Predict the product of the given reaction. (1) Given the reactants [CH3:1][O:2][C:3](=[O:17])[C:4]1[CH:9]=[CH:8][C:7]([N+:10]([O-:12])=[O:11])=[C:6]([OH:13])[C:5]=1[CH2:14][CH:15]=C.[O:18]=[O+][O-].CSC, predict the reaction product. The product is: [CH3:1][O:2][C:3]([C:4]1[CH:9]=[CH:8][C:7]([N+:10]([O-:12])=[O:11])=[C:6]2[O:13][CH:15]([OH:18])[CH2:14][C:5]=12)=[O:17]. (2) The product is: [NH2:7][CH2:8][CH2:9][CH2:10][N:11]1[C:20]2[CH:19]=[CH:18][C:17]([C:21]#[N:22])=[CH:16][C:15]=2[C:14]2=[N:23][NH:24][C:25]([CH3:26])=[C:13]2[C:12]1=[O:33]. Given the reactants C(OC(=O)[NH:7][CH2:8][CH2:9][CH2:10][N:11]1[C:20]2[CH:19]=[CH:18][C:17]([C:21]#[N:22])=[CH:16][C:15]=2[C:14]2=[N:23][N:24](C3CCCCO3)[C:25]([CH3:26])=[C:13]2[C:12]1=[O:33])(C)(C)C.Cl.CCOCC, predict the reaction product. (3) Given the reactants [C:1]([C:5]1[O:9][N:8]=[C:7]([NH:10][C:11](=[O:17])[O:12][C:13]([CH3:16])([CH3:15])[CH3:14])[CH:6]=1)([CH3:4])([CH3:3])[CH3:2].C([Li])CCC.[F:23]N1C(=O)CCC1=O, predict the reaction product. The product is: [C:13]([O:12][C:11](=[O:17])[NH:10][C:7]1[C:6]([F:23])=[C:5]([C:1]([CH3:4])([CH3:2])[CH3:3])[O:9][N:8]=1)([CH3:16])([CH3:15])[CH3:14]. (4) Given the reactants Cl.[Cl:2][C:3]1[C:8]2[CH:9]=[C:10]([CH3:13])[N:11]([CH3:12])[C:7]=2[C:6]([C:14]([OH:16])=O)=[CH:5][N:4]=1.C(N(CC)C(C)C)(C)C.[NH:26]1[CH2:31][CH2:30][O:29][CH2:28][CH2:27]1, predict the reaction product. The product is: [Cl:2][C:3]1[C:8]2[CH:9]=[C:10]([CH3:13])[N:11]([CH3:12])[C:7]=2[C:6]([C:14]([N:26]2[CH2:31][CH2:30][O:29][CH2:28][CH2:27]2)=[O:16])=[CH:5][N:4]=1. (5) Given the reactants [CH2:1]([S:3]([N:6]1[CH2:11][CH2:10][CH:9]([C:12]2[C:20]3[C:15](=[C:16]([C:29]([NH2:31])=[O:30])[CH:17]=[C:18]([C:21]4[CH:26]=[CH:25][C:24]([CH2:27][OH:28])=[CH:23][CH:22]=4)[CH:19]=3)[NH:14][CH:13]=2)[CH2:8][CH2:7]1)(=[O:5])=[O:4])[CH3:2], predict the reaction product. The product is: [CH2:1]([S:3]([N:6]1[CH2:11][CH2:10][CH:9]([C:12]2[C:20]3[C:15](=[C:16]([C:29]([NH2:31])=[O:30])[CH:17]=[C:18]([C:21]4[CH:22]=[CH:23][C:24]([CH:27]=[O:28])=[CH:25][CH:26]=4)[CH:19]=3)[NH:14][CH:13]=2)[CH2:8][CH2:7]1)(=[O:5])=[O:4])[CH3:2]. (6) Given the reactants C1(C)C=CC(OCC(O)=O)=CC=1.[C:13]1([CH3:26])[CH:18]=[CH:17][CH:16]=[C:15]([O:19][CH2:20][C:21]([O:23]CC)=[O:22])[CH:14]=1.[OH-].[Na+], predict the reaction product. The product is: [C:13]1([CH3:26])[CH:18]=[CH:17][CH:16]=[C:15]([O:19][CH2:20][C:21]([OH:23])=[O:22])[CH:14]=1.